From a dataset of Reaction yield outcomes from USPTO patents with 853,638 reactions. Predict the reaction yield, written as a fraction of the theoretical maximum amount of product (1.0 means a 100% yield; for example, 0.34 means a 34% yield). (1) The reactants are [N:1]1([CH2:10][CH2:11][CH2:12][CH2:13][CH2:14][CH2:15][CH2:16][CH2:17][NH2:18])[C:9]2[C:4](=[CH:5][CH:6]=[CH:7][CH:8]=2)[CH:3]=[CH:2]1.[Cl:19][C:20]1[CH:21]=[C:22]([C:26]2[CH:27]=[C:28]([CH:32]=[C:33]([C:39]3[CH:44]=[CH:43][CH:42]=[C:41]([Cl:45])[CH:40]=3)[C:34]=2[O:35][CH2:36][CH2:37]O)[C:29](O)=[O:30])[CH:23]=[CH:24][CH:25]=1.CCN(CC)CC.C1C=CC2N([OH:62])N=NC=2C=1.C1CCC(N=C=NC2CCCCC2)CC1. The catalyst is C(Cl)Cl. The product is [Cl:45][C:41]1[CH:40]=[C:39]([C:33]2[CH:32]=[C:28]([C:29](=[O:30])[NH:18][CH2:17][CH2:16][CH2:15][CH2:14][CH2:13][CH2:12][CH2:11][CH2:10][N:1]3[C:9]4[C:4](=[CH:5][CH:6]=[CH:7][CH:8]=4)[CH:3]=[CH:2]3)[CH:27]=[C:26]([C:22]3[CH:23]=[CH:24][CH:25]=[C:20]([Cl:19])[CH:21]=3)[C:34]=2[O:35][CH:36]([OH:62])[CH3:37])[CH:44]=[CH:43][CH:42]=1. The yield is 0.870. (2) The reactants are Cl[C:2]1[CH:18]=[CH:17][C:5]2[CH2:6][CH2:7][N:8](C(=O)C(F)(F)F)[CH2:9][CH2:10][C:4]=2[C:3]=1OS(C(F)(F)F)(=O)=O.NCC1C=NC(CSCC(C)(C)C)=CC=1. The catalyst is O1CCOCC1. The product is [CH2:10]1[C:4]2[CH:3]=[CH:2][CH:18]=[CH:17][C:5]=2[CH2:6][CH2:7][NH:8][CH2:9]1. The yield is 0.290. (3) The reactants are [C:1]([C:3]([C:6]1[CH:14]=[CH:13][C:9]([C:10]([OH:12])=[O:11])=[CH:8][CH:7]=1)([CH3:5])[CH3:4])#[N:2].[OH2:15]. The catalyst is CC(O)(C)C.CC(O)=O.OS(O)(=O)=O. The product is [C:3]([NH:2][C:1](=[O:15])[C:3]([C:6]1[CH:14]=[CH:13][C:9]([C:10]([OH:12])=[O:11])=[CH:8][CH:7]=1)([CH3:5])[CH3:4])([CH3:5])([CH3:4])[CH3:1]. The yield is 0.860. (4) The reactants are [C:1]([CH:5]1[CH2:10][CH2:9][CH:8]([O:11][C:12]2[C:13]([C:29]3[CH:34]=[CH:33][C:32]([O:35][C:36]([F:39])([F:38])[F:37])=[CH:31][CH:30]=3)=[C:14]3[C:19](=[CH:20][CH:21]=2)[CH:18]=[C:17]([C@:22]2([CH3:28])[CH2:26][O:25]C(=O)[NH:23]2)[CH:16]=[CH:15]3)[CH2:7][CH2:6]1)([CH3:4])([CH3:3])[CH3:2].C(O)C.O.[OH-].[Li+].O. No catalyst specified. The product is [NH2:23][C@@:22]([C:17]1[CH:16]=[CH:15][C:14]2[C:19](=[CH:20][CH:21]=[C:12]([O:11][C@H:8]3[CH2:7][CH2:6][C@H:5]([C:1]([CH3:4])([CH3:3])[CH3:2])[CH2:10][CH2:9]3)[C:13]=2[C:29]2[CH:30]=[CH:31][C:32]([O:35][C:36]([F:38])([F:39])[F:37])=[CH:33][CH:34]=2)[CH:18]=1)([CH3:28])[CH2:26][OH:25]. The yield is 0.690. (5) The reactants are C([Li])(C)(C)C.Br[C:7]1[CH:12]=[CH:11][N:10]=[C:9]([O:13][CH2:14][C:15]([F:18])([F:17])[F:16])[CH:8]=1.[Br:19][C:20]1[CH:21]=[C:22]([C:26]([C:34]2[C:35]([C:40]#[N:41])=[N:36][CH:37]=[CH:38][CH:39]=2)=[N:27]S(C(C)(C)C)=O)[CH:23]=[CH:24][CH:25]=1.CO. The catalyst is C1COCC1. The product is [Br:19][C:20]1[CH:21]=[C:22]([C:26]2([C:7]3[CH:12]=[CH:11][N:10]=[C:9]([O:13][CH2:14][C:15]([F:18])([F:17])[F:16])[CH:8]=3)[C:34]3[C:35](=[N:36][CH:37]=[CH:38][CH:39]=3)[C:40]([NH2:41])=[N:27]2)[CH:23]=[CH:24][CH:25]=1. The yield is 0.180.